Dataset: Forward reaction prediction with 1.9M reactions from USPTO patents (1976-2016). Task: Predict the product of the given reaction. (1) Given the reactants [Cl:1][C:2]1[C:3]([F:23])=[C:4]([NH:8][C:9]2[C:18]3[C:13](=[CH:14][C:15]([O:21][CH3:22])=[C:16]([CH2:19]Cl)[CH:17]=3)[N:12]=[CH:11][N:10]=2)[CH:5]=[CH:6][CH:7]=1.[NH2:24][C:25]([C:27]1([NH:38][CH2:39][CH3:40])[CH2:30][N:29]([C:31]([O:33][C:34]([CH3:37])([CH3:36])[CH3:35])=[O:32])[CH2:28]1)=[O:26].C(N(C(C)C)CC)(C)C, predict the reaction product. The product is: [NH2:24][C:25]([C:27]1([N:38]([CH2:19][C:16]2[CH:17]=[C:18]3[C:13](=[CH:14][C:15]=2[O:21][CH3:22])[N:12]=[CH:11][N:10]=[C:9]3[NH:8][C:4]2[CH:5]=[CH:6][CH:7]=[C:2]([Cl:1])[C:3]=2[F:23])[CH2:39][CH3:40])[CH2:30][N:29]([C:31]([O:33][C:34]([CH3:35])([CH3:36])[CH3:37])=[O:32])[CH2:28]1)=[O:26]. (2) Given the reactants C(OC(=O)[N:7]([C:14]1[C:15]2[N:16]([C:20](Br)=[CH:21][N:22]=2)[CH:17]=[CH:18][N:19]=1)[CH2:8][CH2:9][S:10]([CH3:13])(=[O:12])=[O:11])(C)(C)C.CS[C:27]1[N:32]=[C:31]([Sn](CCCC)(CCCC)CCCC)[CH:30]=[CH:29][N:28]=1.[NH2:46][C@H:47]1[CH2:52][CH2:51][C@H:50]([OH:53])[CH2:49][CH2:48]1, predict the reaction product. The product is: [CH3:13][S:10]([CH2:9][CH2:8][NH:7][C:14]1[C:15]2[N:16]([C:20]([C:31]3[CH:30]=[CH:29][N:28]=[C:27]([NH:46][CH:47]4[CH2:52][CH2:51][CH:50]([OH:53])[CH2:49][CH2:48]4)[N:32]=3)=[CH:21][N:22]=2)[CH:17]=[CH:18][N:19]=1)(=[O:11])=[O:12]. (3) Given the reactants C([O:3][C:4](=[O:34])[CH2:5][N:6]1[CH2:11][C:10]2[CH:12]=[C:13](/[CH:16]=[CH:17]/[C:18](=[O:32])[N:19]([CH3:31])[CH2:20][C:21]3[S:25][C:24]4[CH:26]=[CH:27][CH:28]=[CH:29][C:23]=4[C:22]=3[CH3:30])[CH:14]=[N:15][C:9]=2[NH:8][C:7]1=[O:33])C.C(OC(=O)CN1CC2C=C(/C=C/C(=O)N(C)CC3N(C)C4C(C=3)=CC=CC=4)C=NC=2NC1=O)C, predict the reaction product. The product is: [CH3:31][N:19]([CH2:20][C:21]1[S:25][C:24]2[CH:26]=[CH:27][CH:28]=[CH:29][C:23]=2[C:22]=1[CH3:30])[C:18](/[CH:17]=[CH:16]/[C:13]1[CH:14]=[N:15][C:9]2[NH:8][C:7](=[O:33])[N:6]([CH2:5][C:4]([OH:34])=[O:3])[CH2:11][C:10]=2[CH:12]=1)=[O:32]. (4) Given the reactants [Cl:1][C:2]1[S:6][N:5]=[C:4]([Cl:7])[C:3]=1[C:8]([OH:10])=[O:9].[CH2:11](OS(OCC)(=O)=O)[CH3:12].C(=O)([O-])[O-].[K+].[K+], predict the reaction product. The product is: [Cl:7][C:4]1[C:3]([C:8]([O:10][CH2:11][CH3:12])=[O:9])=[C:2]([Cl:1])[S:6][N:5]=1. (5) Given the reactants [CH2:1]([N:4]1[C:12]2[C:11](=[O:13])[NH:10][C:9]([NH2:14])=[N:8][C:7]=2[N:6]([C@H:15]2[C@H:19]([OH:20])[C@H:18]([OH:21])[C@@H:17]([CH2:22][OH:23])[O:16]2)[C:5]1=[O:24])[CH:2]=[CH2:3].[OH:25][C:26]1[CH:27]=[C:28]([CH:31]=[CH:32][CH:33]=1)[CH:29]=O.CCOCC, predict the reaction product. The product is: [CH2:1]([N:4]1[C:12]2[C:11](=[O:13])[NH:10][C:9]([NH2:14])=[N:8][C:7]=2[N:6]([C@H:15]2[C@H:19]3[C@H:18]([O:21][CH:29]([C:28]4[CH:31]=[CH:32][CH:33]=[C:26]([OH:25])[CH:27]=4)[O:20]3)[C@@H:17]([CH2:22][OH:23])[O:16]2)[C:5]1=[O:24])[CH:2]=[CH2:3]. (6) Given the reactants [NH2:1][C:2]1[CH:3]=[C:4]2[C:9](=[CH:10][CH:11]=1)[N:8]=[CH:7][C:6]([C:12]#[N:13])=[C:5]2[NH:14][C:15]1[CH:20]=[CH:19][C:18]([F:21])=[C:17]([Cl:22])[CH:16]=1.[Cl:23][C:24]1[C:25]([CH:30]=O)=[N:26][N:27]([CH3:29])[CH:28]=1.[BH3-]C#N.[Na+], predict the reaction product. The product is: [Cl:23][C:24]1[C:25]([CH2:30][NH:1][C:2]2[CH:3]=[C:4]3[C:9](=[CH:10][CH:11]=2)[N:8]=[CH:7][C:6]([C:12]#[N:13])=[C:5]3[NH:14][C:15]2[CH:20]=[CH:19][C:18]([F:21])=[C:17]([Cl:22])[CH:16]=2)=[N:26][N:27]([CH3:29])[CH:28]=1.